The task is: Predict the product of the given reaction.. This data is from Forward reaction prediction with 1.9M reactions from USPTO patents (1976-2016). Given the reactants [F:1][C:2]([F:25])([F:24])[C:3]1[CH:19]=[C:18]([C:20]([F:23])([F:22])[F:21])[CH:17]=[CH:16][C:4]=1[CH2:5][O:6][C:7]1[CH:14]=[CH:13][C:10]([CH:11]=[O:12])=[CH:9][C:8]=1[OH:15].C(=O)([O-])[O-].[K+].[K+].Br[CH:33]([CH3:35])[CH3:34].O, predict the reaction product. The product is: [F:1][C:2]([F:24])([F:25])[C:3]1[CH:19]=[C:18]([C:20]([F:23])([F:22])[F:21])[CH:17]=[CH:16][C:4]=1[CH2:5][O:6][C:7]1[CH:14]=[CH:13][C:10]([CH:11]=[O:12])=[CH:9][C:8]=1[O:15][CH:33]([CH3:35])[CH3:34].